This data is from Reaction yield outcomes from USPTO patents with 853,638 reactions. The task is: Predict the reaction yield, written as a fraction of the theoretical maximum amount of product (1.0 means a 100% yield; for example, 0.34 means a 34% yield). (1) The reactants are [N+:1]([C:4]1[C:13]2[C:8](=[CH:9][CH:10]=[CH:11][CH:12]=2)[CH:7]=[CH:6][CH:5]=1)([O-])=O.O. The catalyst is C(OCC)(=O)C. The product is [NH2:1][C:4]1[C:13]2[C:8](=[CH:9][CH:10]=[CH:11][CH:12]=2)[CH:7]=[CH:6][CH:5]=1. The yield is 0.620. (2) The reactants are Cl[C:2]1[CH:10]=[CH:9][C:5]([C:6]([NH2:8])=[O:7])=[CH:4][N:3]=1.[NH:11]1[CH2:16][CH2:15][CH:14]([OH:17])[CH2:13][CH2:12]1. The yield is 0.750. The product is [OH:17][CH:14]1[CH2:15][CH2:16][N:11]([C:2]2[CH:10]=[CH:9][C:5]([C:6]([NH2:8])=[O:7])=[CH:4][N:3]=2)[CH2:12][CH2:13]1. The catalyst is CCN(C(C)C)C(C)C. (3) The reactants are Cl[C:2]1[N:7]=[C:6]([C:8]2[O:12][C:11]([NH:13][CH2:14][CH3:15])=[N:10][C:9]=2[C:16]2[CH:21]=[C:20]([O:22][CH3:23])[CH:19]=[C:18]([CH3:24])[CH:17]=2)[CH:5]=[CH:4][N:3]=1.[C:25]([N:28]1[CH2:33][CH2:32][N:31]([C:34]2[N:39]=[CH:38][C:37]([NH2:40])=[CH:36][CH:35]=2)[CH2:30][CH2:29]1)(=[O:27])[CH3:26]. The catalyst is C1COCC1.Cl. The product is [C:25]([N:28]1[CH2:29][CH2:30][N:31]([C:34]2[N:39]=[CH:38][C:37]([NH:40][C:2]3[N:7]=[C:6]([C:8]4[O:12][C:11]([NH:13][CH2:14][CH3:15])=[N:10][C:9]=4[C:16]4[CH:21]=[C:20]([O:22][CH3:23])[CH:19]=[C:18]([CH3:24])[CH:17]=4)[CH:5]=[CH:4][N:3]=3)=[CH:36][CH:35]=2)[CH2:32][CH2:33]1)(=[O:27])[CH3:26]. The yield is 0.260. (4) The reactants are [CH3:1][C@@H:2]([CH2:23][CH3:24])[C@H:3]([NH:11][CH2:12][CH2:13][NH:14][CH2:15][C:16]1[CH:21]=[CH:20][CH:19]=[C:18]([CH3:22])[N:17]=1)[C:4]([O:6][C:7]([CH3:10])([CH3:9])[CH3:8])=[O:5].[N+](C1C=C[C:31]([O:34]C(=O)OC2C=CC([N+]([O-])=O)=CC=2)=CC=1)([O-])=O. The catalyst is CN(C)C=O. The product is [CH3:1][C@@H:2]([CH2:23][CH3:24])[C@H:3]([N:11]1[CH2:12][CH2:13][N:14]([CH2:15][C:16]2[CH:21]=[CH:20][CH:19]=[C:18]([CH3:22])[N:17]=2)[C:31]1=[O:34])[C:4]([O:6][C:7]([CH3:10])([CH3:8])[CH3:9])=[O:5]. The yield is 0.570. (5) The reactants are [F:1][C:2]1[CH:7]=[CH:6][C:5]([NH:8][C:9]([C:11]2([C:14]([NH:16][C:17]3[CH:22]=[CH:21][C:20]([O:23][C:24]4[C:33]5[C:28](=[CH:29][C:30]([O:35][CH3:36])=[C:31]([OH:34])[CH:32]=5)[N:27]=[CH:26][N:25]=4)=[C:19]([F:37])[CH:18]=3)=[O:15])[CH2:13][CH2:12]2)=[O:10])=[CH:4][CH:3]=1.C1C=CC(P(C2C=CC=CC=2)C2C=CC=CC=2)=CC=1.[N:57]1([CH2:63][CH2:64][CH2:65]O)[CH2:62][CH2:61][O:60][CH2:59][CH2:58]1.CCOC(/N=N/C(OCC)=O)=O. The catalyst is C(Cl)Cl. The product is [F:1][C:2]1[CH:3]=[CH:4][C:5]([NH:8][C:9]([C:11]2([C:14]([NH:16][C:17]3[CH:22]=[CH:21][C:20]([O:23][C:24]4[C:33]5[C:28](=[CH:29][C:30]([O:35][CH3:36])=[C:31]([O:34][CH2:65][CH2:64][CH2:63][N:57]6[CH2:62][CH2:61][O:60][CH2:59][CH2:58]6)[CH:32]=5)[N:27]=[CH:26][N:25]=4)=[C:19]([F:37])[CH:18]=3)=[O:15])[CH2:13][CH2:12]2)=[O:10])=[CH:6][CH:7]=1. The yield is 0.100.